Dataset: Peptide-MHC class II binding affinity with 134,281 pairs from IEDB. Task: Regression. Given a peptide amino acid sequence and an MHC pseudo amino acid sequence, predict their binding affinity value. This is MHC class II binding data. (1) The peptide sequence is NILLQYVVKSF. The MHC is HLA-DQA10102-DQB10602 with pseudo-sequence HLA-DQA10102-DQB10602. The binding affinity (normalized) is 0.0894. (2) The peptide sequence is FRNIVNMLHGVRDGL. The MHC is DRB1_0404 with pseudo-sequence DRB1_0404. The binding affinity (normalized) is 0.635. (3) The peptide sequence is EPIAPYHFDLSGHAF. The MHC is HLA-DQA10101-DQB10501 with pseudo-sequence HLA-DQA10101-DQB10501. The binding affinity (normalized) is 0.296. (4) The peptide sequence is NPYRTWHYCGSYVTK. The MHC is DRB1_1101 with pseudo-sequence DRB1_1101. The binding affinity (normalized) is 0.820. (5) The peptide sequence is VDIKPKDSDEFIPMK. The MHC is DRB5_0101 with pseudo-sequence DRB5_0101. The binding affinity (normalized) is 0.269.